Dataset: NCI-60 drug combinations with 297,098 pairs across 59 cell lines. Task: Regression. Given two drug SMILES strings and cell line genomic features, predict the synergy score measuring deviation from expected non-interaction effect. (1) Drug 1: CCCS(=O)(=O)NC1=C(C(=C(C=C1)F)C(=O)C2=CNC3=C2C=C(C=N3)C4=CC=C(C=C4)Cl)F. Drug 2: COCCOC1=C(C=C2C(=C1)C(=NC=N2)NC3=CC=CC(=C3)C#C)OCCOC.Cl. Cell line: LOX IMVI. Synergy scores: CSS=35.3, Synergy_ZIP=3.78, Synergy_Bliss=3.90, Synergy_Loewe=-3.72, Synergy_HSA=5.40. (2) Drug 1: CC1=CC2C(CCC3(C2CCC3(C(=O)C)OC(=O)C)C)C4(C1=CC(=O)CC4)C. Drug 2: C1=C(C(=O)NC(=O)N1)F. Cell line: PC-3. Synergy scores: CSS=36.6, Synergy_ZIP=5.04, Synergy_Bliss=3.65, Synergy_Loewe=-5.05, Synergy_HSA=1.20. (3) Drug 1: CC12CCC3C(C1CCC2=O)CC(=C)C4=CC(=O)C=CC34C. Drug 2: CC1C(C(=O)NC(C(=O)N2CCCC2C(=O)N(CC(=O)N(C(C(=O)O1)C(C)C)C)C)C(C)C)NC(=O)C3=C4C(=C(C=C3)C)OC5=C(C(=O)C(=C(C5=N4)C(=O)NC6C(OC(=O)C(N(C(=O)CN(C(=O)C7CCCN7C(=O)C(NC6=O)C(C)C)C)C)C(C)C)C)N)C. Cell line: LOX IMVI. Synergy scores: CSS=32.1, Synergy_ZIP=21.2, Synergy_Bliss=21.7, Synergy_Loewe=22.6, Synergy_HSA=22.2.